From a dataset of Forward reaction prediction with 1.9M reactions from USPTO patents (1976-2016). Predict the product of the given reaction. (1) Given the reactants [OH:1][NH:2][C:3](=[O:24])[C:4]([OH:23])([CH3:22])[CH2:5][S:6]([C:9]1[CH:14]=[CH:13][C:12]([O:15][C:16]2[CH:21]=[CH:20][CH:19]=[CH:18][CH:17]=2)=[CH:11][CH:10]=1)(=[O:8])=[O:7].C(O)(C)C, predict the reaction product. The product is: [OH:1][NH:2][C:3](=[O:24])[C@:4]([OH:23])([CH3:22])[CH2:5][S:6]([C:9]1[CH:10]=[CH:11][C:12]([O:15][C:16]2[CH:17]=[CH:18][CH:19]=[CH:20][CH:21]=2)=[CH:13][CH:14]=1)(=[O:7])=[O:8]. (2) Given the reactants [Br:1][CH2:2][C:3](=O)[C:4]([O:6][CH2:7][CH3:8])=[O:5].[CH3:10][N:11]([CH3:19])[C:12]1[CH:13]=[CH:14][C:15]([NH2:18])=[N:16][CH:17]=1.C(O)C, predict the reaction product. The product is: [BrH:1].[CH3:10][N:11]([CH3:19])[C:12]1[CH:13]=[CH:14][C:15]2[N:16]([CH:2]=[C:3]([C:4]([O:6][CH2:7][CH3:8])=[O:5])[N:18]=2)[CH:17]=1.